From a dataset of Reaction yield outcomes from USPTO patents with 853,638 reactions. Predict the reaction yield, written as a fraction of the theoretical maximum amount of product (1.0 means a 100% yield; for example, 0.34 means a 34% yield). (1) The reactants are [NH2:1][C:2]1[CH:7]=[CH:6][CH:5]=[CH:4][C:3]=1[OH:8].[Cl-].[Li+].[C:11](Cl)(=[O:14])[CH:12]=[CH2:13].O. The catalyst is CN1CCCC1=O. The product is [OH:8][C:3]1[CH:4]=[CH:5][CH:6]=[CH:7][C:2]=1[NH:1][C:11](=[O:14])[CH:12]=[CH2:13]. The yield is 0.340. (2) The reactants are [Cl:1][C:2]1[CH:7]=[C:6]([N:8]=[C:9]=[S:10])[CH:5]=[C:4]([C:11]([F:14])([F:13])[F:12])[C:3]=1[C:15]1[CH:20]=[CH:19][C:18]([S:21]([CH2:24][CH:25]2[CH2:30][CH2:29][N:28]([C:31]([O:33][C:34]([CH3:37])([CH3:36])[CH3:35])=[O:32])[CH2:27][CH2:26]2)(=[O:23])=[O:22])=[CH:17][CH:16]=1.[N:38]#[C:39][NH2:40].[Na].[CH3:42]O.CI. The catalyst is C(COC)OC. The product is [Cl:1][C:2]1[CH:7]=[C:6]([N:8]([NH:38][C:39]#[N:40])[CH2:9][S:10][CH3:42])[CH:5]=[C:4]([C:11]([F:14])([F:12])[F:13])[C:3]=1[C:15]1[CH:20]=[CH:19][C:18]([S:21]([CH2:24][CH:25]2[CH2:26][CH2:27][N:28]([C:31]([O:33][C:34]([CH3:37])([CH3:36])[CH3:35])=[O:32])[CH2:29][CH2:30]2)(=[O:23])=[O:22])=[CH:17][CH:16]=1. The yield is 0.720. (3) The reactants are Cl[C:2]1[N:10]=[C:9]2[C:5]([N:6]=[CH:7][N:8]2[CH2:11][C:12]2[CH:17]=[CH:16][C:15]([CH2:18][OH:19])=[CH:14][CH:13]=2)=[C:4]([NH2:20])[N:3]=1.C(N(C(C)C)C(C)C)C.[N:30]1[CH:35]=[CH:34][C:33]([CH2:36][NH2:37])=[CH:32][CH:31]=1.O. The catalyst is CN1C(=O)CCC1.CC(C)=O.C(Cl)(Cl)Cl.CO.C(Cl)(Cl)Cl. The product is [N:30]1[CH:35]=[CH:34][C:33]([CH2:36][NH:37][C:2]2[N:10]=[C:9]3[C:5]([N:6]=[CH:7][N:8]3[CH2:11][C:12]3[CH:17]=[CH:16][C:15]([CH2:18][OH:19])=[CH:14][CH:13]=3)=[C:4]([NH2:20])[N:3]=2)=[CH:32][CH:31]=1. The yield is 0.250. (4) The reactants are [OH:1][CH2:2][CH2:3][C@H:4]1[CH2:8][O:7][C:6]([CH3:10])([CH3:9])[O:5]1.C(N(CC)CC)C.[CH3:18][S:19](Cl)(=[O:21])=[O:20].O. The catalyst is ClCCl. The product is [CH3:9][C:6]1([CH3:10])[O:5][C@@H:4]([CH2:3][CH2:2][O:1][S:19]([CH3:18])(=[O:21])=[O:20])[CH2:8][O:7]1. The yield is 0.980. (5) The catalyst is [OH-].[Na+]. The yield is 0.750. The product is [Cl:23][C:21]1[CH:29]=[CH:28][C:20]([CH:19]=[N:2][C:1]2[N:3]=[C:4]([C:6]3[S:7][CH:8]=[CH:9][C:10]=3[Cl:11])[O:5][N:12]=2)=[CH:16][CH:17]=1. The reactants are [C:1]([NH:3][C:4]([C:6]1[S:7][CH:8]=[CH:9][C:10]=1[Cl:11])=[O:5])#[N:2].[N:12]#CN.Cl[C:16]1[CH:20]=[CH:19]S[C:17]=1[C:21]([Cl:23])=O.Cl.C(O[CH2:28][CH3:29])C. (6) The reactants are [Cl-].O[NH3+:3].[C:4](=[O:7])([O-])[OH:5].[Na+].CS(C)=O.[CH2:13]([C:17]1[N:18]=[C:19]([CH3:48])[N:20]([C:39]2[CH:44]=[CH:43][C:42]([O:45][CH2:46][CH3:47])=[CH:41][CH:40]=2)[C:21](=[O:38])[C:22]=1[CH2:23][C:24]1[CH:29]=[CH:28][C:27]([C:30]2[C:31]([C:36]#[N:37])=[CH:32][CH:33]=[CH:34][CH:35]=2)=[CH:26][CH:25]=1)[CH2:14][CH2:15][CH3:16]. The catalyst is O.C(OCC)(=O)C. The product is [CH2:13]([C:17]1[N:18]=[C:19]([CH3:48])[N:20]([C:39]2[CH:40]=[CH:41][C:42]([O:45][CH2:46][CH3:47])=[CH:43][CH:44]=2)[C:21](=[O:38])[C:22]=1[CH2:23][C:24]1[CH:25]=[CH:26][C:27]([C:30]2[CH:35]=[CH:34][CH:33]=[CH:32][C:31]=2[C:36]2[NH:3][C:4](=[O:7])[O:5][N:37]=2)=[CH:28][CH:29]=1)[CH2:14][CH2:15][CH3:16]. The yield is 0.730. (7) The yield is 0.934. The product is [CH3:12][C:11]1([CH3:16])[NH:10][C:1](=[O:9])[C:2]2[CH:8]=[CH:7][CH:6]=[CH:5][C:3]=2[O:4]1. The catalyst is COC(OC)(C)C. The reactants are [C:1]([NH2:10])(=[O:9])[C:2]1[C:3](=[CH:5][CH:6]=[CH:7][CH:8]=1)[OH:4].[C:11]1(C)[CH:16]=CC(S([O-])(=O)=O)=C[CH:12]=1.[NH+]1C=CC=CC=1.ClCCl.CO. (8) The reactants are [O:1]1[CH2:6][CH2:5][CH2:4][CH2:3][CH:2]1[N:7]1[C:15]2[C:10](=[CH:11][C:12]([C:16]3[N:20]=[CH:19][N:18]([C:21]([C:34]4[CH:39]=[CH:38][CH:37]=[CH:36][CH:35]=4)([C:28]4[CH:33]=[CH:32][CH:31]=[CH:30][CH:29]=4)[C:22]4[CH:27]=[CH:26][CH:25]=[CH:24][CH:23]=4)[N:17]=3)=[CH:13][CH:14]=2)[C:9]([C:40]2[CH:41]=[C:42]([CH:47]=[CH:48][CH:49]=2)[C:43](OC)=[O:44])=[N:8]1.O.[OH-].[Li+].[C:53]([NH2:62])([C:56]1[CH:61]=[CH:60][CH:59]=[CH:58][CH:57]=1)([CH3:55])[CH3:54].O.ON1C2C=CC=CC=2N=N1.Cl.CN(C)CCCN=C=NCC. The catalyst is O1CCCC1.O1CCCC1.O. The product is [CH3:54][C:53]([NH:62][C:43]([C:42]1[CH:47]=[CH:48][CH:49]=[C:40]([C:9]2[C:10]3[C:15](=[CH:14][CH:13]=[C:12]([C:16]4[N:20]=[CH:19][N:18]([C:21]([C:22]5[CH:23]=[CH:24][CH:25]=[CH:26][CH:27]=5)([C:28]5[CH:33]=[CH:32][CH:31]=[CH:30][CH:29]=5)[C:34]5[CH:35]=[CH:36][CH:37]=[CH:38][CH:39]=5)[N:17]=4)[CH:11]=3)[N:7]([CH:2]3[CH2:3][CH2:4][CH2:5][CH2:6][O:1]3)[N:8]=2)[CH:41]=1)=[O:44])([C:56]1[CH:61]=[CH:60][CH:59]=[CH:58][CH:57]=1)[CH3:55]. The yield is 0.810. (9) The reactants are [F:1][C:2]1[CH:7]=[CH:6][C:5]([NH:8][C:9]2[C:18]3[C:13](=[CH:14][CH:15]=[C:16]([C:19](=[O:22])[NH:20][CH3:21])[CH:17]=3)[N:12]=[CH:11][C:10]=2[C:23]([OH:25])=[O:24])=[CH:4][CH:3]=1.[CH2:26]([N:28]([CH2:31][CH3:32])[CH2:29]C)[CH3:27].OC1C2N=N[NH:39]C=2C=CC=1.OCN1C=CN=C1. The catalyst is ClCCl.CN(C)C=O. The product is [N:28]1([CH2:31][CH2:32][O:24][C:23]([C:10]2[CH:11]=[N:12][C:13]3[C:18]([C:9]=2[NH:8][C:5]2[CH:4]=[CH:3][C:2]([F:1])=[CH:7][CH:6]=2)=[CH:17][C:16]([C:19](=[O:22])[NH:20][CH3:21])=[CH:15][CH:14]=3)=[O:25])[CH:26]=[CH:27][N:39]=[CH:29]1. The yield is 0.260. (10) The reactants are Cl.[O:2]=[C:3]1[NH:9][C:8]2[N:10]=[CH:11][C:12]([CH:14]=[CH:15][C:16]([OH:18])=O)=[CH:13][C:7]=2[CH2:6][NH:5][CH2:4]1.[Cl:19][C:20]1[C:24]2[CH:25]=[CH:26][CH:27]=[CH:28][C:23]=2[O:22][C:21]=1[CH2:29][NH:30][CH3:31]. No catalyst specified. The product is [ClH:19].[Cl:19][C:20]1[C:24]2[CH:25]=[CH:26][CH:27]=[CH:28][C:23]=2[O:22][C:21]=1[CH2:29][N:30]([CH3:31])[C:16](=[O:18])/[CH:15]=[CH:14]/[C:12]1[CH:11]=[N:10][C:8]2[NH:9][C:3](=[O:2])[CH2:4][NH:5][CH2:6][C:7]=2[CH:13]=1. The yield is 0.190.